This data is from Catalyst prediction with 721,799 reactions and 888 catalyst types from USPTO. The task is: Predict which catalyst facilitates the given reaction. (1) Reactant: C(OC(=O)[NH:7][CH2:8][C@@H:9]1[CH2:13][CH2:12][C@@H:11]([C:14]([NH:16][NH:17][C:18]2[N:19]=[C:20]3[CH:26]=[CH:25][N:24](S(C4C=CC(C)=CC=4)(=O)=O)[C:21]3=[N:22][CH:23]=2)=O)[CH2:10]1)(C)(C)C.C(OC(NC[C@@H]1CC[C@@H](C(O)=O)C1)=O)(C)(C)C.CCN(C(C)C)C(C)C.O=S(Cl)[Cl:66].[OH-].[Na+]. Product: [ClH:66].[C:14]1([C@@H:11]2[CH2:12][CH2:13][C@@H:9]([CH2:8][NH2:7])[CH2:10]2)[N:19]2[C:20]3[CH:26]=[CH:25][NH:24][C:21]=3[N:22]=[CH:23][C:18]2=[N:17][N:16]=1. The catalyst class is: 12. (2) Reactant: I[C:2]1[C:11]([N+:12]([O-:14])=[O:13])=[CH:10][N:9]=[C:8]2[C:3]=1[CH2:4][CH2:5][CH2:6][NH:7]2.[NH:15]1[CH2:20][CH2:19][CH2:18][C@H:17]([NH:21][C:22](=[O:28])[O:23][C:24]([CH3:27])([CH3:26])[CH3:25])[CH2:16]1.CCN(C(C)C)C(C)C. Product: [N+:12]([C:11]1[CH:10]=[N:9][C:8]2[NH:7][CH2:6][CH2:5][CH2:4][C:3]=2[C:2]=1[N:15]1[CH2:20][CH2:19][CH2:18][C@H:17]([NH:21][C:22](=[O:28])[O:23][C:24]([CH3:26])([CH3:25])[CH3:27])[CH2:16]1)([O-:14])=[O:13]. The catalyst class is: 51. (3) Reactant: [F:1][C:2]([F:25])([F:24])[S:3]([NH:6][C:7]1[CH:8]=[C:9]([C:13]2[CH:18]=[CH:17][CH:16]=[C:15]([C:19]([O:21]CC)=[O:20])[CH:14]=2)[CH:10]=[CH:11][CH:12]=1)(=[O:5])=[O:4].[OH-].[Na+].O. Product: [F:24][C:2]([F:1])([F:25])[S:3]([NH:6][C:7]1[CH:8]=[C:9]([C:13]2[CH:18]=[CH:17][CH:16]=[C:15]([C:19]([OH:21])=[O:20])[CH:14]=2)[CH:10]=[CH:11][CH:12]=1)(=[O:4])=[O:5]. The catalyst class is: 1. (4) Reactant: [F:1][C:2]1[CH:3]=[CH:4][C:5]([OH:12])=[C:6]([CH:11]=1)[C:7]([O:9][CH3:10])=[O:8].[CH3:13][C@@H:14](O)[CH2:15][CH:16]=[CH2:17].C1(P(C2C=CC=CC=2)C2C=CC=CC=2)C=CC=CC=1.CC(OC(/N=N/C(OC(C)C)=O)=O)C. Product: [F:1][C:2]1[CH:3]=[CH:4][C:5]([O:12][CH:16]([CH2:15][CH:14]=[CH2:13])[CH3:17])=[C:6]([CH:11]=1)[C:7]([O:9][CH3:10])=[O:8]. The catalyst class is: 116. (5) Reactant: [CH2:1]([NH:7][C:8]1[CH:17]=[CH:16][C:15]2[C:14]([CH3:19])([CH3:18])[CH2:13][CH2:12][C:11]([CH3:21])([CH3:20])[C:10]=2[CH:9]=1)[CH2:2][CH2:3][CH2:4][CH2:5][CH3:6].[C:22](Cl)(Cl)=[O:23].[NH2:26][C:27]1[CH:37]=[CH:36][C:30]([C:31]([O:33][CH2:34][CH3:35])=[O:32])=[CH:29][CH:28]=1. Product: [CH2:1]([N:7]([C:8]1[CH:17]=[CH:16][C:15]2[C:14]([CH3:19])([CH3:18])[CH2:13][CH2:12][C:11]([CH3:20])([CH3:21])[C:10]=2[CH:9]=1)[C:22](=[O:23])[NH:26][C:27]1[CH:28]=[CH:29][C:30]([C:31]([O:33][CH2:34][CH3:35])=[O:32])=[CH:36][CH:37]=1)[CH2:2][CH2:3][CH2:4][CH2:5][CH3:6]. The catalyst class is: 11. (6) Reactant: [NH3:1].C[O:3][C:4](=O)[C@H:5]([CH2:7][CH2:8][S:9][C:10]([F:13])([F:12])[F:11])[NH2:6]. Product: [F:11][C:10]([F:13])([F:12])[S:9][CH2:8][CH2:7][C@@H:5]([C:4]([NH2:1])=[O:3])[NH2:6]. The catalyst class is: 5. (7) Product: [C:12]([C:7]1[S:8][C:9]([S:10][CH3:11])=[C:5]2[C:4](=[O:15])[CH2:3][C:2]([CH3:16])([CH3:1])[CH2:14][C:6]=12)(=[O:13])[C:17]#[C:18][CH3:19]. The catalyst class is: 1. Reactant: [CH3:1][C:2]1([CH3:16])[CH2:14][C:6]2=[C:7]([CH:12]=[O:13])[S:8][C:9]([S:10][CH3:11])=[C:5]2[C:4](=[O:15])[CH2:3]1.[C:17]([Li])#[C:18][CH3:19]. (8) Reactant: [Cl:1][C:2]1[CH:3]=[C:4]([CH:7]=[CH:8][CH:9]=1)[CH:5]=[CH2:6].C[N+]1([O-])CC[O:14]CC1.C1C=C(Cl)C=C(C(OO)=O)C=1. Product: [Cl:1][C:2]1[CH:3]=[C:4]([CH:7]=[CH:8][CH:9]=1)[C@H:5]1[O:14][CH2:6]1. The catalyst class is: 2.